From a dataset of Forward reaction prediction with 1.9M reactions from USPTO patents (1976-2016). Predict the product of the given reaction. Given the reactants Br[C:2]1[CH:7]=[CH:6][C:5]([CH2:8][CH2:9][C:10]([N:12]([CH:22]([CH3:24])[CH3:23])[NH:13][C:14](=[O:21])[C:15]2[CH:20]=[CH:19][CH:18]=[CH:17][CH:16]=2)=[O:11])=[CH:4][CH:3]=1.C([O-])([O-])=O.[Na+].[Na+].[C:31]1(B(O)O)[CH:36]=[CH:35][CH:34]=[CH:33][CH:32]=1, predict the reaction product. The product is: [C:2]1([C:31]2[CH:36]=[CH:35][CH:34]=[CH:33][CH:32]=2)[CH:7]=[CH:6][C:5]([CH2:8][CH2:9][C:10]([N:12]([CH:22]([CH3:24])[CH3:23])[NH:13][C:14](=[O:21])[C:15]2[CH:20]=[CH:19][CH:18]=[CH:17][CH:16]=2)=[O:11])=[CH:4][CH:3]=1.